This data is from Experimentally validated miRNA-target interactions with 360,000+ pairs, plus equal number of negative samples. The task is: Binary Classification. Given a miRNA mature sequence and a target amino acid sequence, predict their likelihood of interaction. (1) The miRNA is rno-miR-27b-3p with sequence UUCACAGUGGCUAAGUUCUGC. The protein sequence of the target gene is MWWRDLTRLRLWLKREAIPGEGRKAAKVNAGVGEKGIYTASSRGGPPSARSKAVTVVAEGAASRSWLSMDAPELGPGLVERLEQLATCPLCGGSFEDPVLLACEHSFCRACLARRWGTPPATGTEASPTACPCCGLPCPRRSLRSNVRLAVEVRISRELREKLAEPGARAGRRRGGRIPTMGCLDLPGEDMRKTWRRFEVPTSKSSNSEDDLPEDYPVVKKMLHRLTADLTLDPGTAHRRLLISADRRSVQLAPPGTPAPPDGPKRFDQLPAVLGAQGFGAGRHCWEVETADAASCRDSS.... Result: 0 (no interaction). (2) The miRNA is hsa-miR-1231 with sequence GUGUCUGGGCGGACAGCUGC. The protein sequence of the target gene is MEPHDSSHMDSEFRYTLFPIVYSIIFVLGVIANGYVLWVFARLYPCKKFNEIKIFMVNLTMADMLFLITLPLWIVYYQNQGNWILPKFLCNVAGCLFFINTYCSVAFLGVITYNRFQAVTRPIKTAQANTRKRGISLSLVIWVAIVGAASYFLILDSTNTVPDSAGSGNVTRCFEHYEKGSVPVLIIHIFIVFSFFLVFLIILFCNLVIIRTLLMQPVQQQRNAEVKRRALWMVCTVLAVFIICFVPHHVVQLPWTLAELGFQDSKFHQAINDAHQVTLCLLSTNCVLDPVIYCFLTKKF.... Result: 0 (no interaction).